Dataset: Forward reaction prediction with 1.9M reactions from USPTO patents (1976-2016). Task: Predict the product of the given reaction. (1) Given the reactants [Cl:1][C:2]1[CH:3]=[C:4]([NH:16][C:17]2[C:26]3[C:21](=[CH:22][CH:23]=[CH:24][C:25]=3[O:27][C@H:28]([CH3:33])[C:29]([O:31]C)=[O:30])[N:20]=[CH:19][N:18]=2)[CH:5]=[CH:6][C:7]=1[O:8][CH2:9][C:10]1[CH:15]=[CH:14][CH:13]=[CH:12][N:11]=1.[OH-].[Na+], predict the reaction product. The product is: [Cl:1][C:2]1[CH:3]=[C:4]([NH:16][C:17]2[C:26]3[C:21](=[CH:22][CH:23]=[CH:24][C:25]=3[O:27][C@H:28]([CH3:33])[C:29]([OH:31])=[O:30])[N:20]=[CH:19][N:18]=2)[CH:5]=[CH:6][C:7]=1[O:8][CH2:9][C:10]1[CH:15]=[CH:14][CH:13]=[CH:12][N:11]=1. (2) Given the reactants [CH3:1][O:2][C:3]([C:5]1[NH:6][CH:7]=[C:8]([C:10]([C:12]2[C:13]([C:18]3[CH:23]=[CH:22][C:21]([Br:24])=[CH:20][CH:19]=3)=[N:14][O:15][C:16]=2[CH3:17])=[O:11])[CH:9]=1)=[O:4].[H-].[Na+].I[CH3:28], predict the reaction product. The product is: [CH3:1][O:2][C:3]([C:5]1[N:6]([CH3:28])[CH:7]=[C:8]([C:10]([C:12]2[C:13]([C:18]3[CH:19]=[CH:20][C:21]([Br:24])=[CH:22][CH:23]=3)=[N:14][O:15][C:16]=2[CH3:17])=[O:11])[CH:9]=1)=[O:4]. (3) Given the reactants C(OC([N:8]1[CH2:13][CH2:12][C:11](=O)[CH2:10][CH2:9]1)=O)(C)(C)C.[CH2:15]([NH2:22])[C:16]1[CH:21]=[CH:20][CH:19]=[CH:18][CH:17]=1.[F:23][C:24]([F:37])([F:36])[C:25]1[CH:30]=[CH:29][C:28]([CH:31]=[CH:32][N+]([O-])=O)=[CH:27][CH:26]=1, predict the reaction product. The product is: [CH2:15]([N:22]1[C:11]2[CH2:10][CH2:9][NH:8][CH2:13][C:12]=2[C:31]([C:28]2[CH:29]=[CH:30][C:25]([C:24]([F:23])([F:36])[F:37])=[CH:26][CH:27]=2)=[CH:32]1)[C:16]1[CH:21]=[CH:20][CH:19]=[CH:18][CH:17]=1. (4) Given the reactants [OH:1][CH2:2][C@H:3]1[O:7][C:6]([CH3:9])([CH3:8])[O:5][C@H:4]1[CH:10]=[CH:11][C:12]([O:14][CH2:15][CH3:16])=[O:13], predict the reaction product. The product is: [OH:1][CH2:2][C@H:3]1[O:7][C:6]([CH3:8])([CH3:9])[O:5][C@H:4]1[CH2:10][CH2:11][C:12]([O:14][CH2:15][CH3:16])=[O:13]. (5) The product is: [O:32]=[S:2]1(=[O:1])[CH:3]=[CH:4][N:5]([C:14]2[CH:19]=[CH:18][C:17]([N:20]3[CH2:24][C@H:23]([CH2:25][NH:26][C:27](=[O:29])[CH3:28])[O:22][C:21]3=[O:30])=[CH:16][C:15]=2[F:31])[CH2:6][CH2:7]1. Given the reactants [O:1]=[S:2]1(=[O:32])[C:7](C(=O)C(F)(F)F)=[CH:6][N:5]([C:14]2[CH:19]=[CH:18][C:17]([N:20]3[CH2:24][C@H:23]([CH2:25][NH:26][C:27](=[O:29])[CH3:28])[O:22][C:21]3=[O:30])=[CH:16][C:15]=2[F:31])[CH2:4][CH2:3]1.C([O-])([O-])=O.[K+].[K+], predict the reaction product. (6) Given the reactants [NH2:1][C:2]1[S:3][CH:4]=[C:5]([CH2:7][OH:8])[N:6]=1.C([O-])([O-])=O.[K+].[K+].Cl[C:16]1[C:25]2[C:24](=[O:26])[N:23]([CH3:27])[CH:22]=[N:21][C:20]=2[CH:19]=[C:18]([Cl:28])[N:17]=1, predict the reaction product. The product is: [Cl:28][C:18]1[N:17]=[C:16]([NH:1][C:2]2[S:3][CH:4]=[C:5]([CH2:7][OH:8])[N:6]=2)[C:25]2[C:24](=[O:26])[N:23]([CH3:27])[CH:22]=[N:21][C:20]=2[CH:19]=1. (7) Given the reactants Br[C:2]1[CH:3]=[CH:4][C:5]([C:15]([OH:17])=[O:16])=[N:6][C:7]=1[O:8][CH:9]([CH3:14])[C:10]([F:13])([F:12])[F:11].[CH:18]1([B-](F)(F)F)[CH2:20][CH2:19]1.[K+].C(=O)([O-])[O-].[Cs+].[Cs+].C(PC12CC3CC(CC(C3)C1)C2)CCC, predict the reaction product. The product is: [CH:18]1([C:2]2[CH:3]=[CH:4][C:5]([C:15]([OH:17])=[O:16])=[N:6][C:7]=2[O:8][CH:9]([CH3:14])[C:10]([F:13])([F:12])[F:11])[CH2:20][CH2:19]1.